From a dataset of Full USPTO retrosynthesis dataset with 1.9M reactions from patents (1976-2016). Predict the reactants needed to synthesize the given product. (1) Given the product [CH:28]1([C:19]([C:9]2[C:10]3[N:14]=[C:13]([O:15][CH2:16][CH3:17])[NH:12][C:11]=3[CH:18]=[C:7]([C:6]3[C:2]([CH3:1])=[N:3][O:4][C:5]=3[CH3:27])[CH:8]=2)([C:21]2[CH:26]=[CH:25][CH:24]=[CH:23][N:22]=2)[OH:20])[CH2:33][CH2:32][CH2:31][CH2:30][CH2:29]1, predict the reactants needed to synthesize it. The reactants are: [CH3:1][C:2]1[C:6]([C:7]2[CH:8]=[C:9]([C:19]([C:21]3[CH:26]=[CH:25][CH:24]=[CH:23][N:22]=3)=[O:20])[C:10]3[N:14]=[C:13]([O:15][CH2:16][CH3:17])[NH:12][C:11]=3[CH:18]=2)=[C:5]([CH3:27])[O:4][N:3]=1.[CH:28]1([Mg]Cl)[CH2:33][CH2:32][CH2:31][CH2:30][CH2:29]1. (2) Given the product [Cl:3][C:18]1[N:17]=[C:16]([C:8]2[N:7]([CH3:6])[C:11]3[CH:12]=[CH:13][CH:14]=[CH:15][C:10]=3[N:9]=2)[C:21]([CH3:22])=[CH:20][CH:19]=1, predict the reactants needed to synthesize it. The reactants are: O=P(Cl)(Cl)[Cl:3].[CH3:6][N:7]1[C:11]2[CH:12]=[CH:13][CH:14]=[CH:15][C:10]=2[N:9]=[C:8]1[C:16]1[C:21]([CH3:22])=[CH:20][CH:19]=[CH:18][N+:17]=1[O-].CCN(CC)CC.[OH-].[Na+].